Dataset: Forward reaction prediction with 1.9M reactions from USPTO patents (1976-2016). Task: Predict the product of the given reaction. (1) Given the reactants [Br:1][C:2]1[CH:3]=[C:4]([CH2:21][CH:22]([OH:27])[C:23]([O:25][CH3:26])=[O:24])[CH:5]=[C:6]([Br:20])[C:7]=1[O:8][C:9]1[CH:14]=[C:13]([CH:15]([CH3:17])[CH3:16])[C:12]([OH:18])=[C:11](I)[CH:10]=1.C(N(C(C)C)CC)(C)C.[Cl-].[Li+].[CH2:39]=[CH:40][C:41]1[CH:46]=[CH:45][CH:44]=[CH:43][CH:42]=1, predict the reaction product. The product is: [Br:1][C:2]1[CH:3]=[C:4]([CH2:21][CH:22]([OH:27])[C:23]([O:25][CH3:26])=[O:24])[CH:5]=[C:6]([Br:20])[C:7]=1[O:8][C:9]1[CH:10]=[C:11](/[CH:39]=[CH:40]/[C:41]2[CH:46]=[CH:45][CH:44]=[CH:43][CH:42]=2)[C:12]([OH:18])=[C:13]([CH:15]([CH3:17])[CH3:16])[CH:14]=1. (2) Given the reactants [N+:1](/[CH:4]=[CH:5]/[C:6]1[CH:13]=[CH:12][C:9]([C:10]#[N:11])=[CH:8][CH:7]=1)([O-])=O.[C:14]([O:20][C:21]([CH3:24])([CH3:23])[CH3:22])(=[O:19])[CH2:15][C:16]([CH3:18])=O.C[O-].[Na+].N.CO, predict the reaction product. The product is: [C:10]([C:9]1[CH:12]=[CH:13][C:6]([C:5]2[C:15]([C:14]([O:20][C:21]([CH3:24])([CH3:23])[CH3:22])=[O:19])=[C:16]([CH3:18])[NH:1][CH:4]=2)=[CH:7][CH:8]=1)#[N:11]. (3) Given the reactants [O:1]=[C:2]1[NH:7][C:6]2[CH:8]=[C:9]([C:12]#[N:13])[CH:10]=[CH:11][C:5]=2[O:4][CH2:3]1.[H-].[Na+].CS(O[CH2:21][CH2:22][N:23]1[CH2:28][CH:27]2[CH:25]([CH:26]2[NH:29][C:30]([O:32][C:33]([CH3:36])([CH3:35])[CH3:34])=[O:31])[CH2:24]1)(=O)=O.C(OC(=O)NC1CCN(CCN2C3C(=CC=C(OC)C=3)C=CC2=O)CC1)(C)(C)C, predict the reaction product. The product is: [C:33]([O:32][C:30](=[O:31])[NH:29][CH:26]1[CH:27]2[CH:25]1[CH2:24][N:23]([CH2:22][CH2:21][N:7]1[C:6]3[CH:8]=[C:9]([C:12]#[N:13])[CH:10]=[CH:11][C:5]=3[O:4][CH2:3][C:2]1=[O:1])[CH2:28]2)([CH3:36])([CH3:35])[CH3:34]. (4) Given the reactants [CH3:1][O:2][C:3](=[O:12])[C:4]1[CH:9]=[CH:8][C:7](I)=[C:6]([NH2:11])[CH:5]=1.[CH2:13]([O:17][CH:18]1[CH2:23][CH2:22][CH2:21][CH2:20][O:19]1)[CH2:14][C:15]#[CH:16], predict the reaction product. The product is: [CH3:1][O:2][C:3](=[O:12])[C:4]1[CH:9]=[CH:8][C:7]([C:16]#[C:15][CH2:14][CH2:13][O:17][CH:18]2[CH2:23][CH2:22][CH2:21][CH2:20][O:19]2)=[C:6]([NH2:11])[CH:5]=1.